Task: Predict the reactants needed to synthesize the given product.. Dataset: Full USPTO retrosynthesis dataset with 1.9M reactions from patents (1976-2016) (1) The reactants are: [CH2:1]([O:3][C:4](=[O:27])[C@@H:5]([O:25][CH3:26])[CH2:6][C:7]1[CH:12]=[CH:11][C:10]([O:13][CH2:14][CH2:15][CH2:16][O:17][C:18]2[CH:23]=[CH:22][C:21](I)=[CH:20][CH:19]=2)=[CH:9][CH:8]=1)[CH3:2].[NH:28]1[C:36]2[C:31](=[CH:32][C:33](B(O)O)=[CH:34][CH:35]=2)[CH:30]=[CH:29]1.C(=O)([O-])[O-].[Cs+].[Cs+]. Given the product [CH2:1]([O:3][C:4](=[O:27])[C@@H:5]([O:25][CH3:26])[CH2:6][C:7]1[CH:12]=[CH:11][C:10]([O:13][CH2:14][CH2:15][CH2:16][O:17][C:18]2[CH:23]=[CH:22][C:21]([C:33]3[CH:32]=[C:31]4[C:36](=[CH:35][CH:34]=3)[NH:28][CH:29]=[CH:30]4)=[CH:20][CH:19]=2)=[CH:9][CH:8]=1)[CH3:2], predict the reactants needed to synthesize it. (2) Given the product [Cl:1][C:2]1[CH:7]=[CH:6][C:5]([NH2:8])=[CH:4][C:3]=1[C:11](=[O:13])[CH3:12], predict the reactants needed to synthesize it. The reactants are: [Cl:1][C:2]1[CH:7]=[CH:6][C:5]([N+:8]([O-])=O)=[CH:4][C:3]=1[C:11](=[O:13])[CH3:12].